From a dataset of Tyrosyl-DNA phosphodiesterase HTS with 341,365 compounds. Binary Classification. Given a drug SMILES string, predict its activity (active/inactive) in a high-throughput screening assay against a specified biological target. The result is 0 (inactive). The molecule is Clc1ccc(CNC(=O)c2sc3nc(cc(c3c2NC(=O)c2cc(ccc2)C)C)C)cc1.